This data is from Peptide-MHC class II binding affinity with 134,281 pairs from IEDB. The task is: Regression. Given a peptide amino acid sequence and an MHC pseudo amino acid sequence, predict their binding affinity value. This is MHC class II binding data. (1) The peptide sequence is AAGAQLLWQLPLLSI. The MHC is DRB1_1201 with pseudo-sequence DRB1_1201. The binding affinity (normalized) is 0.464. (2) The peptide sequence is YDEPMTPGQCNMVVE. The MHC is DRB1_0405 with pseudo-sequence DRB1_0405. The binding affinity (normalized) is 0.129. (3) The peptide sequence is GKARTAWVDSGAQLG. The MHC is DRB1_0101 with pseudo-sequence DRB1_0101. The binding affinity (normalized) is 0.365. (4) The peptide sequence is TLYLQMNSLRAEDTA. The MHC is DRB1_1101 with pseudo-sequence DRB1_1101. The binding affinity (normalized) is 0.150. (5) The peptide sequence is WCYGVENVRVAYGKC. The MHC is HLA-DQA10102-DQB10501 with pseudo-sequence HLA-DQA10102-DQB10501. The binding affinity (normalized) is 0.666.